Dataset: Full USPTO retrosynthesis dataset with 1.9M reactions from patents (1976-2016). Task: Predict the reactants needed to synthesize the given product. (1) The reactants are: [NH2:1][CH:2]([C:6]1[CH:11]=[CH:10][C:9]([O:12][C:13]([F:16])([F:15])[F:14])=[C:8]([F:17])[CH:7]=1)[C:3]([OH:5])=[O:4].[C:18](O[C:18]([O:20][C:21]([CH3:24])([CH3:23])[CH3:22])=[O:19])([O:20][C:21]([CH3:24])([CH3:23])[CH3:22])=[O:19].[OH-].[Na+].O. Given the product [C:21]([O:20][C:18]([NH:1][CH:2]([C:6]1[CH:11]=[CH:10][C:9]([O:12][C:13]([F:14])([F:15])[F:16])=[C:8]([F:17])[CH:7]=1)[C:3]([OH:5])=[O:4])=[O:19])([CH3:24])([CH3:23])[CH3:22], predict the reactants needed to synthesize it. (2) Given the product [Cl:14][C:7]1[CH:8]=[C:9]2[C:4](=[CH:5][CH:6]=1)[N:3]=[C:2]([NH:1][C:16](=[O:17])[O:18][CH2:19][CH3:20])[C:11]([O:12][CH3:13])=[N:10]2, predict the reactants needed to synthesize it. The reactants are: [NH2:1][C:2]1[C:11]([O:12][CH3:13])=[N:10][C:9]2[C:4](=[CH:5][CH:6]=[C:7]([Cl:14])[CH:8]=2)[N:3]=1.Cl[C:16]([O:18][CH2:19][CH3:20])=[O:17].N1C=CC=CC=1. (3) The reactants are: C(OC(=O)[NH:7][C@@H:8]1[CH2:13][CH2:12][CH2:11][C:10]([F:15])([F:14])[C@@H:9]1[NH:16][C:17]([C:19]1[S:20][C:21]([CH3:40])=[C:22]([C:24]2[CH:25]=[N:26][N:27]3[CH:32]=[C:31]([C:33](OC)([O:36]C)[O:34][CH3:35])[CH:30]=[N:29][C:28]=23)[CH:23]=1)=[O:18])(C)(C)C.FC(F)(F)C(O)=O.C(=O)(O)[O-].[Na+]. Given the product [CH3:35][O:34][C:33]([C:31]1[CH:30]=[N:29][C:28]2[N:27]([N:26]=[CH:25][C:24]=2[C:22]2[CH:23]=[C:19]([C:17](=[O:18])[NH:16][C@@H:9]3[C@H:8]([NH2:7])[CH2:13][CH2:12][CH2:11][C:10]3([F:14])[F:15])[S:20][C:21]=2[CH3:40])[CH:32]=1)=[O:36], predict the reactants needed to synthesize it. (4) Given the product [C:1]([C:5]1[N:6]=[C:7]([N:16]2[CH2:20][CH2:19][C:18]([F:21])([F:22])[CH2:17]2)[C:8]2[N:13]=[N:12][N:11]([CH2:14][CH2:15][C:40]3[CH:39]=[CH:38][CH:37]=[CH:29][N:36]=3)[C:9]=2[N:10]=1)([CH3:2])([CH3:3])[CH3:4], predict the reactants needed to synthesize it. The reactants are: [C:1]([C:5]1[N:6]=[C:7]([N:16]2[CH2:20][CH2:19][C:18]([F:22])([F:21])[CH2:17]2)[C:8]2[N:13]=[N:12][N:11]([CH2:14][CH3:15])[C:9]=2[N:10]=1)([CH3:4])([CH3:3])[CH3:2].C(C1N=[C:29]([N:36]2[CH2:40][CH2:39][C:38](F)(F)[CH2:37]2)C2N=NNC=2N=1)(C)(C)C.Br.BrCCC1C=CC=CN=1.